The task is: Predict which catalyst facilitates the given reaction.. This data is from Catalyst prediction with 721,799 reactions and 888 catalyst types from USPTO. (1) Reactant: [F:1][C:2]1[CH:3]=[CH:4][C:5]([C:8]2[N:12]=[C:11]([C:13]3[CH:18]=[C:17]([C:19]4[CH:20]=[N:21][CH:22]=[CH:23][CH:24]=4)[CH:16]=[C:15]([F:25])[CH:14]=3)[O:10][N:9]=2)=[N:6][CH:7]=1.C(#N)C.[CH2:29](Br)[C:30]1[CH:35]=[CH:34][CH:33]=[CH:32][CH:31]=1.[BH4-].[Na+]. Product: [F:1][C:2]1[CH:3]=[CH:4][C:5]([C:8]2[N:12]=[C:11]([C:13]3[CH:14]=[C:15]([F:25])[CH:16]=[C:17]([C:19]4[CH2:20][N:21]([CH2:29][C:30]5[CH:35]=[CH:34][CH:33]=[CH:32][CH:31]=5)[CH2:22][CH2:23][CH:24]=4)[CH:18]=3)[O:10][N:9]=2)=[N:6][CH:7]=1. The catalyst class is: 5. (2) Reactant: [F:1][C:2]1[CH:3]=[C:4]2[C:9](=[CH:10][CH:11]=1)[CH:8]=[C:7]([C:12]([OH:14])=O)[CH:6]=[CH:5]2.C(Cl)(=O)C([Cl:18])=O. Product: [F:1][C:2]1[CH:3]=[C:4]2[C:9](=[CH:10][CH:11]=1)[CH:8]=[C:7]([C:12]([Cl:18])=[O:14])[CH:6]=[CH:5]2. The catalyst class is: 120. (3) Reactant: FC(F)(F)[C:3](O)=[O:4].C(OC([N:15]1[C@H:19]([CH2:20][OH:21])[CH2:18][C@H:17]([O:22][C:23]2[CH:28]=[C:27]([F:29])[CH:26]=[CH:25][C:24]=2[NH:30][C:31]2[C:32]3[C:39]([CH3:40])=[C:38]([C:41](N)=[O:42])[S:37][C:33]=3[N:34]=[CH:35][N:36]=2)[CH2:16]1)=O)(C)(C)C. Product: [CH3:3][O:4][C:41]([C:38]1[S:37][C:33]2[N:34]=[CH:35][N:36]=[C:31]([NH:30][C:24]3[CH:25]=[CH:26][C:27]([F:29])=[CH:28][C:23]=3[O:22][C@H:17]3[CH2:18][C@@H:19]([CH2:20][OH:21])[NH:15][CH2:16]3)[C:32]=2[C:39]=1[CH3:40])=[O:42]. The catalyst class is: 4. (4) Reactant: FC(F)(F)C(O)=O.C(OC([N:15]1[C:20]2[CH:21]=[C:22]([Cl:29])[C:23]([NH:25][C:26](=[O:28])[CH3:27])=[CH:24][C:19]=2[O:18][CH:17]([C:30]([N:32]2[CH2:37][CH2:36][C:35]([C:46]#[N:47])([CH2:38][C:39]3[CH:44]=[CH:43][C:42]([F:45])=[CH:41][CH:40]=3)[CH2:34][CH2:33]2)=[O:31])[CH2:16]1)=O)(C)(C)C. Product: [Cl:29][C:22]1[C:23]([NH:25][C:26](=[O:28])[CH3:27])=[CH:24][C:19]2[O:18][CH:17]([C:30]([N:32]3[CH2:37][CH2:36][C:35]([C:46]#[N:47])([CH2:38][C:39]4[CH:44]=[CH:43][C:42]([F:45])=[CH:41][CH:40]=4)[CH2:34][CH2:33]3)=[O:31])[CH2:16][NH:15][C:20]=2[CH:21]=1. The catalyst class is: 2.